This data is from Catalyst prediction with 721,799 reactions and 888 catalyst types from USPTO. The task is: Predict which catalyst facilitates the given reaction. (1) Reactant: [C:1]([C:3]1[CH:4]=[C:5]2[C:10](=[CH:11][C:12]=1[O:13][C:14]1[CH:22]=[CH:21][C:17]([C:18](O)=[O:19])=[CH:16][CH:15]=1)[O:9][CH2:8][CH2:7][CH:6]2[C:23]([O:25][CH3:26])=[O:24])#[N:2].Cl.Cl.[CH3:29][N:30]([CH2:32][C:33]1[CH:38]=[CH:37][C:36]([CH2:39][CH2:40][NH2:41])=[CH:35][CH:34]=1)[CH3:31].F[P-](F)(F)(F)(F)F.N1(OC(N(C)C)=[N+](C)C)C2N=CC=CC=2N=N1.C(N(CC)C(C)C)(C)C. Product: [C:1]([C:3]1[CH:4]=[C:5]2[C:10](=[CH:11][C:12]=1[O:13][C:14]1[CH:22]=[CH:21][C:17]([C:18](=[O:19])[NH:41][CH2:40][CH2:39][C:36]3[CH:37]=[CH:38][C:33]([CH2:32][N:30]([CH3:31])[CH3:29])=[CH:34][CH:35]=3)=[CH:16][CH:15]=1)[O:9][CH2:8][CH2:7][CH:6]2[C:23]([O:25][CH3:26])=[O:24])#[N:2]. The catalyst class is: 9. (2) Product: [NH3:4].[CH:1]([N:4]1[CH2:9][CH2:8][CH:7]([O:10][C:11]2[CH:16]=[CH:15][C:14]([C:17]3([CH2:23][NH:24][C:26]4[N:31]=[CH:30][CH:29]=[CH:28][N:27]=4)[CH2:18][CH2:19][O:20][CH2:21][CH2:22]3)=[CH:13][CH:12]=2)[CH2:6][CH2:5]1)([CH3:3])[CH3:2]. Reactant: [CH:1]([N:4]1[CH2:9][CH2:8][CH:7]([O:10][C:11]2[CH:16]=[CH:15][C:14]([C:17]3([CH2:23][NH2:24])[CH2:22][CH2:21][O:20][CH2:19][CH2:18]3)=[CH:13][CH:12]=2)[CH2:6][CH2:5]1)([CH3:3])[CH3:2].Cl[C:26]1[N:31]=[CH:30][CH:29]=[CH:28][N:27]=1.C(N(CC)C(C)C)(C)C. The catalyst class is: 60. (3) Reactant: [Cl:1][C:2]1[C:7]([C:8]#[N:9])=[C:6]([N:10]2[CH2:13][CH:12]([O:14][CH3:15])[CH2:11]2)[C:5]([O:16][CH2:17][CH3:18])=[C:4]([CH:19](O)[CH3:20])[CH:3]=1.CN(C)C=O.S(Cl)([Cl:29])=O. Product: [Cl:1][C:2]1[C:7]([C:8]#[N:9])=[C:6]([N:10]2[CH2:13][CH:12]([O:14][CH3:15])[CH2:11]2)[C:5]([O:16][CH2:17][CH3:18])=[C:4]([CH:19]([Cl:29])[CH3:20])[CH:3]=1. The catalyst class is: 91. (4) Reactant: [Cl:1][C:2]1[CH:7]=[CH:6][C:5]([N:8]2[CH2:12][CH2:11][C:10](=[CH2:13])[C:9]2=[O:14])=[CH:4][CH:3]=1.[CH3:15][O:16][CH2:17][CH2:18][N:19]1[CH2:24][CH2:23][NH:22][CH2:21][CH2:20]1. Product: [Cl:1][C:2]1[CH:7]=[CH:6][C:5]([N:8]2[CH2:12][CH2:11][CH:10]([CH2:13][N:22]3[CH2:23][CH2:24][N:19]([CH2:18][CH2:17][O:16][CH3:15])[CH2:20][CH2:21]3)[C:9]2=[O:14])=[CH:4][CH:3]=1. The catalyst class is: 10. (5) Reactant: [C:1]1([C:18]2[CH:23]=[CH:22][CH:21]=[CH:20][CH:19]=2)[CH:6]=[CH:5][C:4]([CH2:7][N:8]2[CH:13]=[CH:12][CH:11]=[C:10]([C:14](O)=[O:15])[C:9]2=[O:17])=[CH:3][CH:2]=1.[NH2:24][C@@H:25]([CH2:33][CH2:34][CH2:35][NH:36][C:37]([NH:39][S:40]([C:43]1[C:44]([CH3:57])=[C:45]2[C:50](=[C:51]([CH3:54])[C:52]=1[CH3:53])[O:49][C:48]([CH3:56])([CH3:55])[CH2:47][CH2:46]2)(=[O:42])=[O:41])=[NH:38])[C:26]([O:28][C:29]([CH3:32])([CH3:31])[CH3:30])=[O:27].CN(C(ON1N=NC2C=CC=CC1=2)=[N+](C)C)C.F[P-](F)(F)(F)(F)F.CCN(C(C)C)C(C)C. Product: [C:1]1([C:18]2[CH:19]=[CH:20][CH:21]=[CH:22][CH:23]=2)[CH:2]=[CH:3][C:4]([CH2:7][N:8]2[CH:13]=[CH:12][CH:11]=[C:10]([C:14]([NH:24][C@@H:25]([CH2:33][CH2:34][CH2:35][NH:36][C:37]([NH:39][S:40]([C:43]3[C:44]([CH3:57])=[C:45]4[C:50](=[C:51]([CH3:54])[C:52]=3[CH3:53])[O:49][C:48]([CH3:56])([CH3:55])[CH2:47][CH2:46]4)(=[O:41])=[O:42])=[NH:38])[C:26]([O:28][C:29]([CH3:30])([CH3:31])[CH3:32])=[O:27])=[O:15])[C:9]2=[O:17])=[CH:5][CH:6]=1. The catalyst class is: 3. (6) Reactant: N1C=CN=C1.[F:6][C:7]1[CH:8]=[C:9]([C:14](=[O:16])[CH3:15])[CH:10]=[CH:11][C:12]=1[OH:13].[C:17]([Si:21]([C:29]1[CH:34]=[CH:33][CH:32]=[CH:31][CH:30]=1)([C:23]1[CH:28]=[CH:27][CH:26]=[CH:25][CH:24]=1)Cl)([CH3:20])([CH3:19])[CH3:18].O. Product: [Si:21]([O:13][C:12]1[CH:11]=[CH:10][C:9]([C:14](=[O:16])[CH3:15])=[CH:8][C:7]=1[F:6])([C:17]([CH3:20])([CH3:19])[CH3:18])([C:29]1[CH:30]=[CH:31][CH:32]=[CH:33][CH:34]=1)[C:23]1[CH:28]=[CH:27][CH:26]=[CH:25][CH:24]=1. The catalyst class is: 4.